This data is from Full USPTO retrosynthesis dataset with 1.9M reactions from patents (1976-2016). The task is: Predict the reactants needed to synthesize the given product. (1) Given the product [F:15][C:2]([F:14])([F:1])[S:3]([C:6]1[CH:11]=[CH:10][C:9]2[NH:12][C:21](=[O:22])[NH:13][C:8]=2[CH:7]=1)(=[O:4])=[O:5], predict the reactants needed to synthesize it. The reactants are: [F:1][C:2]([F:15])([F:14])[S:3]([C:6]1[CH:7]=[C:8]([NH2:13])[C:9]([NH2:12])=[CH:10][CH:11]=1)(=[O:5])=[O:4].C1N=CN([C:21](N2C=NC=C2)=[O:22])C=1. (2) Given the product [NH2:1][CH:4]1[C:10](=[O:11])[N:9]([CH2:12][CH3:13])[C:8]2[CH:14]=[CH:15][C:16]([N+:20]([O-:22])=[O:21])=[C:17]([O:18][CH3:19])[C:7]=2[CH2:6][CH2:5]1, predict the reactants needed to synthesize it. The reactants are: [N:1]([CH:4]1[C:10](=[O:11])[N:9]([CH2:12][CH3:13])[C:8]2[CH:14]=[CH:15][C:16]([N+:20]([O-:22])=[O:21])=[C:17]([O:18][CH3:19])[C:7]=2[CH2:6][CH2:5]1)=[N+]=[N-].C1C=CC(P(C2C=CC=CC=2)C2C=CC=CC=2)=CC=1.O1CCCC1. (3) Given the product [N:10]1([CH2:7][C:8]#[C:9][C:24](=[O:26])[CH3:25])[CH2:15][CH2:14][O:13][CH2:12][CH2:11]1, predict the reactants needed to synthesize it. The reactants are: CC#N.C(=O)=O.[CH2:7]([N:10]1[CH2:15][CH2:14][O:13][CH2:12][CH2:11]1)[C:8]#[CH:9].C([Mg]Cl)(C)C.CON(C)[C:24](=[O:26])[CH3:25]. (4) Given the product [I:19][C:12]1[CH:17]=[C:16]([C:5]2[CH:6]=[CH:7][C:2]([Cl:1])=[N:3][CH:4]=2)[N:15]=[CH:14][N:13]=1, predict the reactants needed to synthesize it. The reactants are: [Cl:1][C:2]1[CH:7]=[CH:6][C:5](B(O)O)=[CH:4][N:3]=1.Cl[C:12]1[CH:17]=[C:16](Cl)[N:15]=[CH:14][N:13]=1.[IH:19]. (5) Given the product [C:37]([NH:45][CH2:46][C@@H:47]([C@H:52]([OH:54])[CH3:53])[C:48]([O:50][CH3:51])=[O:49])(=[O:44])[C:38]1[CH:39]=[CH:40][CH:41]=[CH:42][CH:43]=1, predict the reactants needed to synthesize it. The reactants are: CC1(C)S[C@@H]2[C@H](NC([C@H](N)C3C=CC=CC=3)=O)C(=O)N2[C@H]1C(O)=O.O=C[C@@H]([C@H]([C@@H]([C@@H](CO)O)O)O)O.[C:37]([NH:45][CH2:46][CH:47]([C:52](=[O:54])[CH3:53])[C:48]([O:50][CH3:51])=[O:49])(=[O:44])[C:38]1[CH:43]=[CH:42][CH:41]=[CH:40][CH:39]=1.[OH-].[Na+]. (6) The reactants are: [Cl:1][C:2]1[CH:3]=[C:4]2[C:13](=[C:14]3[C:19]=1[CH:18]=[CH:17][CH:16]=[N:15]3)[NH:12][S:11](=[O:21])(=[O:20])[C:10]1[C:5]2=[CH:6][C:7]([C:22]([OH:24])=[O:23])=[CH:8][CH:9]=1.[C:25]([N:32]1[CH2:37][CH2:36][CH:35](O)[CH2:34][CH2:33]1)([O:27][C:28]([CH3:31])([CH3:30])[CH3:29])=[O:26].CCN=C=NCCCN(C)C.Cl.C1C=CC2N(O)N=NC=2C=1. Given the product [C:28]([O:27][C:25]([N:32]1[CH2:37][CH2:36][CH:35]([O:23][C:22]([C:7]2[CH:6]=[C:5]3[C:10]([S:11](=[O:21])(=[O:20])[NH:12][C:13]4[C:4]3=[CH:3][C:2]([Cl:1])=[C:19]3[C:14]=4[N:15]=[CH:16][CH:17]=[CH:18]3)=[CH:9][CH:8]=2)=[O:24])[CH2:34][CH2:33]1)=[O:26])([CH3:31])([CH3:29])[CH3:30], predict the reactants needed to synthesize it. (7) Given the product [Na+:20].[Cl:1][C:2]1[CH:8]=[CH:7][C:5]([NH:6][C:13](=[O:18])[C:14]([O-:16])=[O:15])=[C:4]([N+:9]([O-:11])=[O:10])[CH:3]=1, predict the reactants needed to synthesize it. The reactants are: [Cl:1][C:2]1[CH:8]=[CH:7][C:5]([NH2:6])=[C:4]([N+:9]([O-:11])=[O:10])[CH:3]=1.Cl[C:13](=[O:18])[C:14]([O:16]C)=[O:15].[OH-].[Na+:20].